This data is from Forward reaction prediction with 1.9M reactions from USPTO patents (1976-2016). The task is: Predict the product of the given reaction. (1) Given the reactants Br[C:2]1[CH:7]=[CH:6][N:5]2[N:8]=[C:9]([NH:11][CH:12]3[CH2:17][CH2:16][N:15]([C:18]4[S:22][N:21]=[C:20]([CH3:23])[N:19]=4)[CH2:14][CH2:13]3)[N:10]=[C:4]2[CH:3]=1.[C:24]1(B(O)O)[CH:29]=[CH:28][CH:27]=[CH:26][CH:25]=1, predict the reaction product. The product is: [CH3:23][C:20]1[N:19]=[C:18]([N:15]2[CH2:16][CH2:17][CH:12]([NH:11][C:9]3[N:10]=[C:4]4[CH:3]=[C:2]([C:24]5[CH:29]=[CH:28][CH:27]=[CH:26][CH:25]=5)[CH:7]=[CH:6][N:5]4[N:8]=3)[CH2:13][CH2:14]2)[S:22][N:21]=1. (2) The product is: [CH:1]1([CH2:7][C@@H:8]([N:12]2[CH2:20][C:19]3[C:14](=[CH:15][CH:16]=[CH:17][CH:18]=3)[C:13]2=[O:21])[C:9]([NH:46][C:47]2[S:48][CH:49]=[CH:50][N:51]=2)=[O:11])[CH2:6][CH2:5][CH2:4][CH2:3][CH2:2]1. Given the reactants [CH:1]1([CH2:7][C@@H:8]([N:12]2[CH2:20][C:19]3[C:14](=[CH:15][CH:16]=[CH:17][CH:18]=3)[C:13]2=[O:21])[C:9]([OH:11])=O)[CH2:6][CH2:5][CH2:4][CH2:3][CH2:2]1.F[P-](F)(F)(F)(F)F.N1(OC(N(C)C)=[N+](C)C)C2C=CC=CC=2N=N1.[NH2:46][C:47]1[S:48][CH:49]=[CH:50][N:51]=1.C(N(CC)C(C)C)(C)C, predict the reaction product. (3) Given the reactants [CH2:1]([C:5]1[N:6]([CH2:12][C:13]2[CH:22]=[CH:21][C:16]([C:17]([O:19]C)=[O:18])=[CH:15][CH:14]=2)[C:7]([CH:10]=O)=[CH:8][N:9]=1)[CH2:2][CH2:3][CH3:4].[C:23]([CH:26]([CH2:32][C:33]1[S:34][CH:35]=[CH:36][CH:37]=1)C(OCC)=O)([OH:25])=[O:24], predict the reaction product. The product is: [CH2:1]([C:5]1[N:6]([CH2:12][C:13]2[CH:22]=[CH:21][C:16]([C:17]([OH:19])=[O:18])=[CH:15][CH:14]=2)[C:7]([CH:10]=[C:26]([CH2:32][C:33]2[S:34][CH:35]=[CH:36][CH:37]=2)[C:23]([OH:25])=[O:24])=[CH:8][N:9]=1)[CH2:2][CH2:3][CH3:4]. (4) Given the reactants Br[C:2]1[CH:3]=[C:4]2[C:9](=[CH:10][CH:11]=1)[N:8]=[CH:7][C:6]([C:12]([CH:14]1[CH2:16][CH2:15]1)=[O:13])=[C:5]2[NH:17][C:18]1[CH:19]=[CH:20][C:21]([N:24]2[CH2:28][CH2:27][CH:26]([NH:29]C(=O)OC(C)(C)C)[CH2:25]2)=[N:22][CH:23]=1.[Cl:37][C:38]1[CH:43]=[C:42](B2OC(C)(C)C(C)(C)O2)[CH:41]=[C:40]([F:53])[C:39]=1[OH:54], predict the reaction product. The product is: [NH2:29][CH:26]1[CH2:27][CH2:28][N:24]([C:21]2[N:22]=[CH:23][C:18]([NH:17][C:5]3[C:4]4[C:9](=[CH:10][CH:11]=[C:2]([C:42]5[CH:41]=[C:40]([F:53])[C:39]([OH:54])=[C:38]([Cl:37])[CH:43]=5)[CH:3]=4)[N:8]=[CH:7][C:6]=3[C:12]([CH:14]3[CH2:15][CH2:16]3)=[O:13])=[CH:19][CH:20]=2)[CH2:25]1. (5) The product is: [ClH:17].[C:1]([C:5]1[CH:10]=[C:9]([C:11]2[CH:16]=[CH:15][C:14]([Cl:17])=[C:13]([C:18]([F:21])([F:20])[F:19])[CH:12]=2)[C:8]([OH:22])=[C:7]([CH2:23][NH:29][C:25]([CH3:28])([CH3:27])[CH3:26])[CH:6]=1)([CH3:4])([CH3:3])[CH3:2]. Given the reactants [C:1]([C:5]1[CH:6]=[C:7]([CH:23]=O)[C:8]([OH:22])=[C:9]([C:11]2[CH:16]=[CH:15][C:14]([Cl:17])=[C:13]([C:18]([F:21])([F:20])[F:19])[CH:12]=2)[CH:10]=1)([CH3:4])([CH3:3])[CH3:2].[C:25]([NH2:29])([CH3:28])([CH3:27])[CH3:26], predict the reaction product. (6) Given the reactants [Br:1][C:2]1[CH:3]=[C:4]([CH:8]=[CH:9][N:10]=1)[C:5]([OH:7])=O.CN(C(ON1N=NC2C=CC=NC1=2)=[N+](C)C)C.F[P-](F)(F)(F)(F)F.C(N(C(C)C)C(C)C)C.[CH3:44][O:45][C:46]1[C:51]2[N:52]=[C:53]([NH2:55])[S:54][C:50]=2[C:49]([CH:56]2[CH2:61][CH2:60][CH2:59][CH2:58][O:57]2)=[CH:48][CH:47]=1.C(=O)(O)[O-].[Na+], predict the reaction product. The product is: [Br:1][C:2]1[CH:3]=[C:4]([CH:8]=[CH:9][N:10]=1)[C:5]([NH:55][C:53]1[S:54][C:50]2[C:49]([CH:56]3[CH2:61][CH2:60][CH2:59][CH2:58][O:57]3)=[CH:48][CH:47]=[C:46]([O:45][CH3:44])[C:51]=2[N:52]=1)=[O:7].